From a dataset of Forward reaction prediction with 1.9M reactions from USPTO patents (1976-2016). Predict the product of the given reaction. (1) Given the reactants C(=O)([O-])[O-].[K+].[K+].F[C:8]1[CH:9]=[C:10]([CH:13]=[CH:14][C:15]=1[C:16]([F:19])([F:18])[F:17])[C:11]#[N:12].[O:20]=[S:21]1(=[O:40])[CH2:26][CH2:25][N:24]2[CH:27]3[CH2:32][CH2:31][C:30]([C:33]4[CH:38]=[CH:37][C:36]([OH:39])=[CH:35][CH:34]=4)([C:23]2=[N:22]1)[CH2:29][CH2:28]3.CS(C)=O, predict the reaction product. The product is: [O:40]=[S:21]1(=[O:20])[CH2:26][CH2:25][N:24]2[CH:27]3[CH2:32][CH2:31][C:30]([C:33]4[CH:38]=[CH:37][C:36]([O:39][C:8]5[CH:9]=[C:10]([CH:13]=[CH:14][C:15]=5[C:16]([F:19])([F:18])[F:17])[C:11]#[N:12])=[CH:35][CH:34]=4)([C:23]2=[N:22]1)[CH2:29][CH2:28]3. (2) Given the reactants [CH3:1][O:2][C:3]([C@@H:5]1[C@@H:9]([CH:10]=[CH:11][C:12]2[C:21]3[C:16](=[CH:17][CH:18]=[CH:19][CH:20]=3)[CH:15]=[CH:14][CH:13]=2)[CH2:8][N:7]([C:22]([O:24][C:25]([CH3:28])([CH3:27])[CH3:26])=[O:23])[CH2:6]1)=[O:4].[N+](C([O-])=O)(C([O-])=O)=[N-].[K+].[K+].CC(O)=O, predict the reaction product. The product is: [CH3:1][O:2][C:3]([C@@H:5]1[C@@H:9]([CH2:10][CH2:11][C:12]2[C:21]3[C:16](=[CH:17][CH:18]=[CH:19][CH:20]=3)[CH:15]=[CH:14][CH:13]=2)[CH2:8][N:7]([C:22]([O:24][C:25]([CH3:28])([CH3:27])[CH3:26])=[O:23])[CH2:6]1)=[O:4].